From a dataset of Full USPTO retrosynthesis dataset with 1.9M reactions from patents (1976-2016). Predict the reactants needed to synthesize the given product. (1) Given the product [F:36][C:37]([F:42])([F:41])[C:38]([OH:40])=[O:39].[Cl:20][C:15]1[CH:14]=[C:13]([CH:12]2[C:11]([C:23]3[CH:28]=[CH:27][C:26]([Cl:29])=[CH:25][C:24]=3[F:30])([C:21]#[N:22])[CH:10]([CH2:31][C:32]([CH3:34])([CH3:35])[CH3:33])[NH:9][CH:8]2[C:6]([OH:7])=[O:5])[CH:18]=[C:17]([F:19])[CH:16]=1, predict the reactants needed to synthesize it. The reactants are: C([O:5][C:6]([CH:8]1[CH:12]([C:13]2[CH:18]=[C:17]([F:19])[CH:16]=[C:15]([Cl:20])[CH:14]=2)[C:11]([C:23]2[CH:28]=[CH:27][C:26]([Cl:29])=[CH:25][C:24]=2[F:30])([C:21]#[N:22])[CH:10]([CH2:31][C:32]([CH3:35])([CH3:34])[CH3:33])[NH:9]1)=[O:7])(C)(C)C.[F:36][C:37]([F:42])([F:41])[C:38]([OH:40])=[O:39]. (2) The reactants are: Br[C:2]1[N:7]=[C:6]([C:8]([N:10]2[CH2:15][CH2:14][CH2:13][C:12]([CH3:17])([CH3:16])[CH2:11]2)=[O:9])[CH:5]=[CH:4][CH:3]=1.[CH3:18][O:19][C:20]1[CH:25]=[CH:24][C:23]([N:26]2[CH2:31][CH2:30][NH:29][CH2:28][CH2:27]2)=[CH:22][CH:21]=1.CC(C)([O-])C.[Na+]. Given the product [CH3:16][C:12]1([CH3:17])[CH2:13][CH2:14][CH2:15][N:10]([C:8]([C:6]2[CH:5]=[CH:4][CH:3]=[C:2]([N:29]3[CH2:28][CH2:27][N:26]([C:23]4[CH:22]=[CH:21][C:20]([O:19][CH3:18])=[CH:25][CH:24]=4)[CH2:31][CH2:30]3)[N:7]=2)=[O:9])[CH2:11]1, predict the reactants needed to synthesize it. (3) Given the product [CH3:1][O:2][C:3]1[C:8]([NH:9][S:26]([CH3:25])(=[O:28])=[O:27])=[CH:7][C:6]([C:10]#[C:11][C:12]2[C:13]([CH3:24])=[N:14][CH:15]=[N:16][C:17]=2[N:18]2[CH2:19][CH2:20][O:21][CH2:22][CH2:23]2)=[CH:5][N:4]=1, predict the reactants needed to synthesize it. The reactants are: [CH3:1][O:2][C:3]1[C:8]([NH2:9])=[CH:7][C:6]([C:10]#[C:11][C:12]2[C:13]([CH3:24])=[N:14][CH:15]=[N:16][C:17]=2[N:18]2[CH2:23][CH2:22][O:21][CH2:20][CH2:19]2)=[CH:5][N:4]=1.[CH3:25][S:26](Cl)(=[O:28])=[O:27].N1C=CC=CC=1.O. (4) Given the product [NH2:23][CH2:22][C:20]1[CH:21]=[C:16]2[N:15]=[C:14]([CH2:13][N:6]3[C:7]4[CH:8]=[N:9][CH:10]=[CH:11][C:12]=4[N:4]([CH:1]4[CH2:2][CH2:3]4)[C:5]3=[O:30])[N:24]([CH2:25][CH2:26][CH:27]([CH3:29])[CH3:28])[C:17]2=[N:18][CH:19]=1, predict the reactants needed to synthesize it. The reactants are: [CH:1]1([N:4]2[C:12]3[CH:11]=[CH:10][N:9]=[CH:8][C:7]=3[N:6]([CH2:13][C:14]3[N:24]([CH2:25][CH2:26][CH:27]([CH3:29])[CH3:28])[C:17]4=[N:18][CH:19]=[C:20]([C:22]#[N:23])[CH:21]=[C:16]4[N:15]=3)[C:5]2=[O:30])[CH2:3][CH2:2]1. (5) Given the product [CH:1]1([CH:7]([NH:23][C:24]2[CH:25]=[CH:26][C:27]([C:30]([N:32]([CH3:40])[CH2:33][CH2:34][C:35]([OH:37])=[O:36])=[O:31])=[CH:28][CH:29]=2)[C:9]2[C:10]([CH3:22])=[N:11][N:12]([C:14]3[CH:19]=[CH:18][C:17]([O:20][CH3:21])=[CH:16][CH:15]=3)[CH:13]=2)[CH2:6][CH2:5][CH2:4][CH2:3][CH2:2]1, predict the reactants needed to synthesize it. The reactants are: [CH:1]1([CH:7]([C:9]2[C:10]([CH3:22])=[N:11][N:12]([C:14]3[CH:19]=[CH:18][C:17]([O:20][CH3:21])=[CH:16][CH:15]=3)[CH:13]=2)O)[CH2:6][CH2:5][CH2:4][CH2:3][CH2:2]1.[NH2:23][C:24]1[CH:29]=[CH:28][C:27]([C:30]([N:32]([CH3:40])[CH2:33][CH2:34][C:35]([O:37]CC)=[O:36])=[O:31])=[CH:26][CH:25]=1. (6) Given the product [CH3:1][O:2][C:3](=[O:13])[CH2:4][NH:5][C:6]1[CH:7]=[N:8][CH:9]=[CH:10][C:11]=1[C:18]1[CH:19]=[C:20]([F:21])[C:15]([F:14])=[CH:16][C:17]=1[O:25][CH3:26], predict the reactants needed to synthesize it. The reactants are: [CH3:1][O:2][C:3](=[O:13])[CH2:4][NH:5][C:6]1[CH:7]=[N:8][CH:9]=[CH:10][C:11]=1I.[F:14][C:15]1[C:20]([F:21])=[CH:19][C:18](B(O)O)=[C:17]([O:25][CH3:26])[CH:16]=1. (7) Given the product [Br:8][C:9]1[CH:10]=[C:11]([N:16]2[C:20](=[O:21])[O:19][N:18]=[C:17]2[C:22]2[C:23]([NH:27][CH2:28][CH2:29][NH:30][S:31]([NH2:34])(=[O:32])=[O:33])=[N:24][O:25][N:26]=2)[CH:12]=[CH:13][C:14]=1[F:15], predict the reactants needed to synthesize it. The reactants are: FC(F)(F)C(O)=O.[Br:8][C:9]1[CH:10]=[C:11]([N:16]2[C:20](=[O:21])[O:19][N:18]=[C:17]2[C:22]2[C:23]([NH:27][CH2:28][CH2:29][NH:30][S:31]([NH:34]C(=O)OCCCC)(=[O:33])=[O:32])=[N:24][O:25][N:26]=2)[CH:12]=[CH:13][C:14]=1[F:15]. (8) Given the product [CH:31]([C:7]1[C:2]([OH:1])=[CH:3][C:4]([N:8]2[CH2:13][CH2:12][N:11]([C:14]([O:16][C:17]([CH3:20])([CH3:19])[CH3:18])=[O:15])[CH2:10][CH2:9]2)=[N:5][CH:6]=1)=[O:32], predict the reactants needed to synthesize it. The reactants are: [OH:1][C:2]1[CH:7]=[CH:6][N:5]=[C:4]([N:8]2[CH2:13][CH2:12][N:11]([C:14]([O:16][C:17]([CH3:20])([CH3:19])[CH3:18])=[O:15])[CH2:10][CH2:9]2)[CH:3]=1.[Mg+2].[Cl-].[Cl-].C(N(CC)CC)C.[CH2:31]=[O:32]. (9) Given the product [O:1]([C:8]1[N:17]=[C:16]2[C:11]([CH:12]=[C:13]([C:22]([OH:24])=[O:23])[C:14]([C:18]([F:21])([F:20])[F:19])=[N:15]2)=[CH:10][CH:9]=1)[C:2]1[CH:3]=[CH:4][CH:5]=[CH:6][CH:7]=1, predict the reactants needed to synthesize it. The reactants are: [O:1]([C:8]1[N:17]=[C:16]2[C:11]([CH:12]=[C:13]([C:22]([O:24]CC)=[O:23])[C:14]([C:18]([F:21])([F:20])[F:19])=[N:15]2)=[CH:10][CH:9]=1)[C:2]1[CH:7]=[CH:6][CH:5]=[CH:4][CH:3]=1.O.[OH-].[Li+].Cl.